Dataset: Forward reaction prediction with 1.9M reactions from USPTO patents (1976-2016). Task: Predict the product of the given reaction. (1) Given the reactants C(O[C:6](=O)[N:7]([CH:9]1[CH2:13][CH2:12][N:11]([CH2:14][CH2:15][CH:16]2[C:25]3[C:20](=[CH:21][C:22]([S:26]([C:29]4[CH:34]=[CH:33][CH:32]=[C:31]([F:35])[CH:30]=4)(=[O:28])=[O:27])=[CH:23][CH:24]=3)[O:19][CH2:18][CH2:17]2)[CH2:10]1)C)(C)(C)C, predict the reaction product. The product is: [F:35][C:31]1[CH:30]=[C:29]([S:26]([C:22]2[CH:21]=[C:20]3[C:25]([CH:16]([CH2:15][CH2:14][N:11]4[CH2:12][CH2:13][CH:9]([NH:7][CH3:6])[CH2:10]4)[CH2:17][CH2:18][O:19]3)=[CH:24][CH:23]=2)(=[O:28])=[O:27])[CH:34]=[CH:33][CH:32]=1. (2) Given the reactants [NH2:1][C:2]1[N:7]=[C:6]([NH:8][CH2:9][CH2:10][CH2:11][NH:12]C(=O)OC(C)(C)C)[CH:5]=[CH:4][C:3]=1[N+:20]([O-:22])=[O:21].[F:23][C:24]([F:29])([F:28])[C:25]([OH:27])=[O:26], predict the reaction product. The product is: [F:23][C:24]([F:29])([F:28])[C:25]([OH:27])=[O:26].[NH2:12][CH2:11][CH2:10][CH2:9][NH:8][C:6]1[N:7]=[C:2]([NH2:1])[C:3]([N+:20]([O-:22])=[O:21])=[CH:4][CH:5]=1.